Task: Binary Classification. Given a T-cell receptor sequence (or CDR3 region) and an epitope sequence, predict whether binding occurs between them.. Dataset: TCR-epitope binding with 47,182 pairs between 192 epitopes and 23,139 TCRs The epitope is ELAGIGILTV. The TCR CDR3 sequence is CASSLGGSRPQHF. Result: 0 (the TCR does not bind to the epitope).